Dataset: Catalyst prediction with 721,799 reactions and 888 catalyst types from USPTO. Task: Predict which catalyst facilitates the given reaction. (1) Reactant: [NH2:1][CH2:2][CH2:3][CH2:4][CH2:5][C@H:6]([NH:14][C:15](=[O:34])[NH:16][C@@H:17]([CH2:25][CH2:26][C:27]([O:29][C:30]([CH3:33])([CH3:32])[CH3:31])=[O:28])[C:18]([O:20][C:21]([CH3:24])([CH3:23])[CH3:22])=[O:19])[C:7]([O:9][C:10]([CH3:13])([CH3:12])[CH3:11])=[O:8].[CH:35]1[C:47]2[CH:46]([CH2:48][O:49][C:50]([NH:52][CH:53]([CH2:57][CH2:58][CH2:59][CH2:60][N:61]([CH2:88][C:89]3[N:90]([CH2:94][C:95]([N:97]([CH2:106][C:107]([O:109][C:110]([CH3:113])([CH3:112])[CH3:111])=[O:108])[CH2:98][C:99](=[O:105])[O:100][C:101]([CH3:104])([CH3:103])[CH3:102])=[O:96])[CH:91]=[CH:92][N:93]=3)[CH2:62][C:63]3[N:64]([CH2:68][C:69](=[O:87])[N:70]([CH2:79][C:80](=[O:86])[O:81][C:82]([CH3:85])([CH3:84])[CH3:83])[CH2:71][C:72](=[O:78])[O:73][C:74]([CH3:77])([CH3:76])[CH3:75])[CH:65]=[CH:66][N:67]=3)[C:54](O)=[O:55])=[O:51])[C:45]3[C:40](=[CH:41][CH:42]=[CH:43][CH:44]=3)[C:39]=2[CH:38]=[CH:37][CH:36]=1.CCN=C=NCCCN(C)C.C1C=CC2N(O)N=NC=2C=1.CCN(C(C)C)C(C)C. The catalyst class is: 2. Product: [C:110]([O:109][C:107](=[O:108])[CH2:106][N:97]([CH2:98][C:99](=[O:105])[O:100][C:101]([CH3:104])([CH3:103])[CH3:102])[C:95](=[O:96])[CH2:94][N:90]1[CH:91]=[CH:92][N:93]=[C:89]1[CH2:88][N:61]([CH2:62][C:63]1[N:64]([CH2:68][C:69](=[O:87])[N:70]([CH2:79][C:80](=[O:86])[O:81][C:82]([CH3:83])([CH3:84])[CH3:85])[CH2:71][C:72](=[O:78])[O:73][C:74]([CH3:75])([CH3:76])[CH3:77])[CH:65]=[CH:66][N:67]=1)[CH2:60][CH2:59][CH2:58][CH2:57][C@@H:53]([C:54](=[O:55])[NH:1][CH2:2][CH2:3][CH2:4][CH2:5][C@@H:6]([C:7]([O:9][C:10]([CH3:13])([CH3:12])[CH3:11])=[O:8])[NH:14][C:15](=[O:34])[NH:16][C@H:17]([C:18]([O:20][C:21]([CH3:22])([CH3:23])[CH3:24])=[O:19])[CH2:25][CH2:26][C:27]([O:29][C:30]([CH3:33])([CH3:32])[CH3:31])=[O:28])[NH:52][C:50](=[O:51])[O:49][CH2:48][CH:46]1[C:45]2[CH:44]=[CH:43][CH:42]=[CH:41][C:40]=2[C:39]2[C:47]1=[CH:35][CH:36]=[CH:37][CH:38]=2)([CH3:111])([CH3:112])[CH3:113]. (2) Reactant: [F:1][C:2]1[C:8]([F:9])=[CH:7][CH:6]=[CH:5][C:3]=1[NH2:4].[Na+].[N+]([C:14]1[CH:15]=C(S([O-])(=O)=O)C=C[CH:19]=1)([O-])=O.OS(O)(=O)=O.[OH-].[Na+]. Product: [F:9][C:8]1[C:2]([F:1])=[C:3]2[C:5]([CH:19]=[CH:14][CH:15]=[N:4]2)=[CH:6][CH:7]=1. The catalyst class is: 610.